Binary Classification. Given a drug SMILES string, predict its activity (active/inactive) in a high-throughput screening assay against a specified biological target. From a dataset of Orexin1 receptor HTS with 218,158 compounds and 233 confirmed actives. (1) The drug is s1c2c(CCC2)c(c1NC(=O)c1[nH][nH]\c(c1)=C1/C=C(C(=CC1=O)C)C)C(=O)NCc1occc1. The result is 0 (inactive). (2) The molecule is O1CC2C(C3(N(C2c2c1cccc2)C(=O)N(C3=O)c1ccccc1)C)c1ccccc1. The result is 0 (inactive). (3) The drug is o1c(C(=O)N2CCN(CC2)CCc2ncccc2)c(c2c1cc(c(c2)C)C)C. The result is 0 (inactive). (4) The molecule is S(=O)(=O)(N1CCC(CC1)C(Oc1cc(OC)cc(OC)c1)=O)c1cc(OC)c(OC)cc1. The result is 0 (inactive). (5) The drug is S(=O)(=O)(NCC1CCC(CC1)C(=O)NCCc1ccccc1)c1c2ncccc2ccc1. The result is 0 (inactive).